Dataset: NCI-60 drug combinations with 297,098 pairs across 59 cell lines. Task: Regression. Given two drug SMILES strings and cell line genomic features, predict the synergy score measuring deviation from expected non-interaction effect. (1) Drug 1: CN1C(=O)N2C=NC(=C2N=N1)C(=O)N. Drug 2: CC12CCC3C(C1CCC2OP(=O)(O)O)CCC4=C3C=CC(=C4)OC(=O)N(CCCl)CCCl.[Na+]. Cell line: SK-OV-3. Synergy scores: CSS=2.59, Synergy_ZIP=3.30, Synergy_Bliss=6.94, Synergy_Loewe=-1.54, Synergy_HSA=-0.133. (2) Drug 1: COC1=CC(=CC(=C1O)OC)C2C3C(COC3=O)C(C4=CC5=C(C=C24)OCO5)OC6C(C(C7C(O6)COC(O7)C8=CC=CS8)O)O. Drug 2: CC1CCCC2(C(O2)CC(NC(=O)CC(C(C(=O)C(C1O)C)(C)C)O)C(=CC3=CSC(=N3)C)C)C. Cell line: U251. Synergy scores: CSS=43.2, Synergy_ZIP=1.41, Synergy_Bliss=3.17, Synergy_Loewe=3.66, Synergy_HSA=3.89. (3) Drug 1: COC1=NC(=NC2=C1N=CN2C3C(C(C(O3)CO)O)O)N. Drug 2: CC12CCC3C(C1CCC2O)C(CC4=C3C=CC(=C4)O)CCCCCCCCCS(=O)CCCC(C(F)(F)F)(F)F. Cell line: MDA-MB-231. Synergy scores: CSS=18.2, Synergy_ZIP=-5.18, Synergy_Bliss=-3.64, Synergy_Loewe=-7.20, Synergy_HSA=-4.35. (4) Drug 1: C1=CC(=CC=C1CCCC(=O)O)N(CCCl)CCCl. Drug 2: C1=CC=C(C=C1)NC(=O)CCCCCCC(=O)NO. Cell line: SNB-75. Synergy scores: CSS=11.2, Synergy_ZIP=-6.53, Synergy_Bliss=-2.73, Synergy_Loewe=-13.0, Synergy_HSA=-1.44. (5) Cell line: NCI-H226. Synergy scores: CSS=20.2, Synergy_ZIP=-4.96, Synergy_Bliss=1.11, Synergy_Loewe=8.94, Synergy_HSA=5.29. Drug 2: C1CN(CCN1C(=O)CCBr)C(=O)CCBr. Drug 1: C1CC(=O)NC(=O)C1N2CC3=C(C2=O)C=CC=C3N.